From a dataset of Reaction yield outcomes from USPTO patents with 853,638 reactions. Predict the reaction yield, written as a fraction of the theoretical maximum amount of product (1.0 means a 100% yield; for example, 0.34 means a 34% yield). (1) The reactants are [NH2:1][C:2]1[C:11]([NH2:12])=[CH:10][CH:9]=[CH:8][C:3]=1[C:4]([O:6][CH3:7])=[O:5].[C:13](O)(=[O:20])[C:14]1[CH:19]=[CH:18][CH:17]=[CH:16][CH:15]=1.C1(N=C=NC2CCCCC2)CCCCC1. The catalyst is C(Cl)Cl.CN(C1C=CN=CC=1)C. The product is [NH2:12][C:11]1[C:2]([NH:1][C:13](=[O:20])[C:14]2[CH:19]=[CH:18][CH:17]=[CH:16][CH:15]=2)=[C:3]([CH:8]=[CH:9][CH:10]=1)[C:4]([O:6][CH3:7])=[O:5]. The yield is 0.270. (2) The reactants are [CH3:1][O:2][C:3]1[CH:4]=[C:5]2[C:10](=[CH:11][C:12]=1[O:13][CH3:14])[C:9]([CH3:15])=[N:8][C:7]([C:16]1[CH:17]=[C:18]([CH:20]=[CH:21][CH:22]=1)[NH2:19])=[CH:6]2.CCN(CC)CC.[C:30](Cl)(=[O:32])[CH3:31]. The catalyst is C(Cl)Cl. The product is [CH3:1][O:2][C:3]1[CH:4]=[C:5]2[C:10](=[CH:11][C:12]=1[O:13][CH3:14])[C:9]([CH3:15])=[N:8][C:7]([C:16]1[CH:17]=[C:18]([NH:19][C:30](=[O:32])[CH3:31])[CH:20]=[CH:21][CH:22]=1)=[CH:6]2. The yield is 0.710. (3) The yield is 0.683. The catalyst is CN(C=O)C. The reactants are Cl.Cl.[NH2:3][C@H:4]1[C@H:8]([C:9]2[CH:14]=[CH:13][C:12]([F:15])=[C:11]([F:16])[CH:10]=2)[CH2:7][N:6]([CH:17]([CH2:20][O:21][CH3:22])[CH2:18][OH:19])[CH2:5]1.[CH2:23]([O:25][C:26]1[C:30]([CH3:31])=[C:29]([NH:32][C:33](=O)[O:34]C2C=CC=CC=2)[N:28]([C:42]2[CH:47]=[CH:46][CH:45]=[CH:44][CH:43]=2)[N:27]=1)[CH3:24].CCN(C(C)C)C(C)C. The product is [F:16][C:11]1[CH:10]=[C:9]([C@@H:8]2[CH2:7][N:6]([CH:17]([CH2:20][O:21][CH3:22])[CH2:18][OH:19])[CH2:5][C@H:4]2[NH:3][C:33]([NH:32][C:29]2[N:28]([C:42]3[CH:47]=[CH:46][CH:45]=[CH:44][CH:43]=3)[N:27]=[C:26]([O:25][CH2:23][CH3:24])[C:30]=2[CH3:31])=[O:34])[CH:14]=[CH:13][C:12]=1[F:15]. (4) The reactants are [NH:1]1[C:5]2[CH:6]=[CH:7][C:8]([C:10]([N:12]3[C@@H:21]4[C@@H:16]([C:17]5[CH:25]=[CH:24][C:23]([C:26](O)=[O:27])=[CH:22][C:18]=5[CH2:19][CH2:20]4)[CH2:15][CH2:14][CH2:13]3)=[O:11])=[CH:9][C:4]=2[N:3]=[CH:2]1.[NH:29]1[CH2:33][CH2:32][CH2:31][CH2:30]1. No catalyst specified. The product is [NH:1]1[C:5]2[CH:6]=[CH:7][C:8]([C:10]([N:12]3[C@@H:21]4[C@@H:16]([C:17]5[CH:25]=[CH:24][C:23]([C:26]([N:29]6[CH2:33][CH2:32][CH2:31][CH2:30]6)=[O:27])=[CH:22][C:18]=5[CH2:19][CH2:20]4)[CH2:15][CH2:14][CH2:13]3)=[O:11])=[CH:9][C:4]=2[N:3]=[CH:2]1. The yield is 0.570. (5) The reactants are C([O:8][C:9]1[CH:10]=[CH:11][C:12]([C@@H:20]([O:30][Si:31]([C:34]([CH3:37])([CH3:36])[CH3:35])([CH3:33])[CH3:32])[CH2:21][NH:22]CC2C=CC=CC=2)=[C:13]2[C:18]=1[NH:17][C:16](=[O:19])[CH:15]=[CH:14]2)C1C=CC=CC=1.[C:38]([OH:41])(=[O:40])[CH3:39]. The catalyst is CO. The product is [C:38]([OH:41])(=[O:40])[CH3:39].[NH2:22][CH2:21][C@@H:20]([C:12]1[CH:11]=[CH:10][C:9]([OH:8])=[C:18]2[C:13]=1[CH:14]=[CH:15][C:16](=[O:19])[NH:17]2)[O:30][Si:31]([C:34]([CH3:37])([CH3:36])[CH3:35])([CH3:33])[CH3:32]. The yield is 0.850. (6) The reactants are [Br:1][C:2]1[S:6][C:5]([C:7](OC)=[O:8])=[C:4]([NH:11][CH2:12][CH:13]([F:15])[F:14])[CH:3]=1.[OH-].[Na+].Cl.C([N:21](CC)CC)C.[Cl-].[NH4+].Cl.C(N=C=NCCCN(C)C)C.ON1C2C=CC=CC=2N=N1. The catalyst is CO.O.CCOC(C)=O. The product is [Br:1][C:2]1[S:6][C:5]([C:7]([NH2:21])=[O:8])=[C:4]([NH:11][CH2:12][CH:13]([F:15])[F:14])[CH:3]=1. The yield is 0.480.